Dataset: Full USPTO retrosynthesis dataset with 1.9M reactions from patents (1976-2016). Task: Predict the reactants needed to synthesize the given product. Given the product [Cl:28][C:4]1[CH:3]=[C:2]([C:33]2[C:32]([C:29]([OH:31])=[O:30])=[CH:37][CH:36]=[CH:35][CH:34]=2)[CH:7]=[C:6]([NH:8][C:9]([NH:11][C:12]2[CH:17]=[CH:16][C:15]([CH3:18])=[CH:14][CH:13]=2)=[O:10])[C:5]=1[N:19]([CH2:24][CH:25]([CH3:27])[CH3:26])[CH2:20][CH:21]([CH3:23])[CH3:22], predict the reactants needed to synthesize it. The reactants are: Br[C:2]1[CH:3]=[C:4]([Cl:28])[C:5]([N:19]([CH2:24][CH:25]([CH3:27])[CH3:26])[CH2:20][CH:21]([CH3:23])[CH3:22])=[C:6]([NH:8][C:9]([NH:11][C:12]2[CH:17]=[CH:16][C:15]([CH3:18])=[CH:14][CH:13]=2)=[O:10])[CH:7]=1.[C:29]([C:32]1[CH:37]=[CH:36][CH:35]=[CH:34][C:33]=1B(O)O)([OH:31])=[O:30].C(N(CCC(F)(F)F)C1C=CC(Br)=CC=1NC(NC1C=CC(C)=CC=1)=O)C1C=CC=CC=1.